Binary Classification. Given a T-cell receptor sequence (or CDR3 region) and an epitope sequence, predict whether binding occurs between them. From a dataset of TCR-epitope binding with 47,182 pairs between 192 epitopes and 23,139 TCRs. (1) The epitope is LLLGIGILV. The TCR CDR3 sequence is CSAGQGVGQPQHF. Result: 1 (the TCR binds to the epitope). (2) The epitope is KTSVDCTMYI. The TCR CDR3 sequence is CASSLGTGGNEQYF. Result: 1 (the TCR binds to the epitope). (3) The epitope is QYDPVAALF. The TCR CDR3 sequence is CASSRRQGENTGELFF. Result: 0 (the TCR does not bind to the epitope). (4) The epitope is KLWAQCVQL. The TCR CDR3 sequence is CASSLESDTQYF. Result: 0 (the TCR does not bind to the epitope).